Dataset: Full USPTO retrosynthesis dataset with 1.9M reactions from patents (1976-2016). Task: Predict the reactants needed to synthesize the given product. (1) Given the product [C:3]([O:7][C:8](=[O:15])[NH:9][C@H:10]1[CH2:13][C@H:12]([O:14][C:17]2[N:21]([CH3:22])[C:20]3[CH:23]=[CH:24][CH:25]=[CH:26][C:19]=3[N:18]=2)[CH2:11]1)([CH3:6])([CH3:4])[CH3:5], predict the reactants needed to synthesize it. The reactants are: [H-].[Na+].[C:3]([O:7][C:8](=[O:15])[NH:9][C@H:10]1[CH2:13][C@H:12]([OH:14])[CH2:11]1)([CH3:6])([CH3:5])[CH3:4].Cl[C:17]1[N:21]([CH3:22])[C:20]2[CH:23]=[CH:24][CH:25]=[CH:26][C:19]=2[N:18]=1. (2) Given the product [Si:1]([O:8][CH2:9][C:10]1[N:11]([CH3:36])[C:12]2[C:17]([CH:18]=1)=[C:16]1[CH2:19][CH2:20][CH2:21][C:22]3[C:46]([OH:47])=[C:37]([C:38]([O:40][CH3:41])=[O:39])[C:42](=[O:43])[N:24]([CH2:25][C:26]4[CH:31]=[CH:30][C:29]([O:32][CH3:33])=[CH:28][C:27]=4[O:34][CH3:35])[C:23]=3[C:15]1=[CH:14][CH:13]=2)([C:4]([CH3:7])([CH3:6])[CH3:5])([CH3:3])[CH3:2], predict the reactants needed to synthesize it. The reactants are: [Si:1]([O:8][CH2:9][C:10]1[N:11]([CH3:36])[C:12]2[CH:13]=[CH:14][C:15]3[C:23](=[N:24][CH2:25][C:26]4[CH:31]=[CH:30][C:29]([O:32][CH3:33])=[CH:28][C:27]=4[O:34][CH3:35])[CH2:22][CH2:21][CH2:20][CH2:19][C:16]=3[C:17]=2[CH:18]=1)([C:4]([CH3:7])([CH3:6])[CH3:5])([CH3:3])[CH3:2].[CH:37]([C:46](OC)=[O:47])([C:42](OC)=[O:43])[C:38]([O:40][CH3:41])=[O:39]. (3) Given the product [C:1]([C:4]1[C:13]2[C:8](=[CH:9][CH:10]=[CH:11][CH:12]=2)[C:7]([C:14]([NH:30][CH2:31][C:32](=[O:33])[NH:34][CH2:35][C:36]([F:39])([F:38])[F:37])=[O:16])=[CH:6][CH:5]=1)(=[O:3])[CH3:2], predict the reactants needed to synthesize it. The reactants are: [C:1]([C:4]1[C:13]2[C:8](=[CH:9][CH:10]=[CH:11][CH:12]=2)[C:7]([C:14]([OH:16])=O)=[CH:6][CH:5]=1)(=[O:3])[CH3:2].C1N=CN(C(N2C=NC=C2)=O)C=1.Cl.[NH2:30][CH2:31][C:32]([NH:34][CH2:35][C:36]([F:39])([F:38])[F:37])=[O:33].C(=O)([O-])[O-].[Na+].[Na+]. (4) The reactants are: [C:1]([C:4]1[CH:9]=[CH:8][CH:7]=[CH:6][CH:5]=1)(=[O:3])[CH3:2].CC1C=CC(C(C)C)=CC=1.[OH-].[Na+]. Given the product [C:4]1([C@@H:1]([OH:3])[CH3:2])[CH:9]=[CH:8][CH:7]=[CH:6][CH:5]=1, predict the reactants needed to synthesize it. (5) Given the product [C:1]1([C:7]2[N:8]=[CH:9][C:10]([N:19]([CH2:23][CH2:24][CH2:25][CH2:26][O:27][CH2:28][C:29]([NH2:34])=[O:30])[CH:20]([CH3:22])[CH3:21])=[N:11][C:12]=2[C:13]2[CH:14]=[CH:15][CH:16]=[CH:17][CH:18]=2)[CH:6]=[CH:5][CH:4]=[CH:3][CH:2]=1, predict the reactants needed to synthesize it. The reactants are: [C:1]1([C:7]2[N:8]=[CH:9][C:10]([N:19]([CH2:23][CH2:24][CH2:25][CH2:26][O:27][CH2:28][C:29](O)=[O:30])[CH:20]([CH3:22])[CH3:21])=[N:11][C:12]=2[C:13]2[CH:18]=[CH:17][CH:16]=[CH:15][CH:14]=2)[CH:6]=[CH:5][CH:4]=[CH:3][CH:2]=1.C([N:34](CC)CC)C.C(Cl)(=O)OCC.N. (6) Given the product [CH3:32][C:2]1[C:7]([C:8]2[CH:13]=[CH:12][CH:11]=[CH:10][CH:9]=2)=[CH:6][N:5]=[C:4]([N:14]2[CH2:19][CH2:18][CH:17]([C:20]3[CH:25]=[CH:24][C:23]([C@@H:26]([NH:28][C:29](=[O:31])[CH3:30])[CH3:27])=[CH:22][CH:21]=3)[CH2:16][CH2:15]2)[N:3]=1, predict the reactants needed to synthesize it. The reactants are: Cl[C:2]1[C:7]([C:8]2[CH:13]=[CH:12][CH:11]=[CH:10][CH:9]=2)=[CH:6][N:5]=[C:4]([N:14]2[CH2:19][CH2:18][CH:17]([C:20]3[CH:25]=[CH:24][C:23]([C@@H:26]([NH:28][C:29](=[O:31])[CH3:30])[CH3:27])=[CH:22][CH:21]=3)[CH2:16][CH2:15]2)[N:3]=1.[CH3:32]B1OB(C)OB(C)O1.C([O-])(O)=O.[Na+]. (7) Given the product [NH:40]1[C:48]2[C:43](=[CH:44][CH:45]=[CH:46][CH:47]=2)[C:42]([C:49](=[O:51])[CH2:50][C:29]2([OH:39])[C:28]3[C:32](=[CH:33][CH:34]=[C:26]([CH3:25])[CH:27]=3)[N:31]([CH2:35][CH2:36][CH3:37])[C:30]2=[O:38])=[CH:41]1, predict the reactants needed to synthesize it. The reactants are: C(N1C2C(=CC=CC=2)C(O)(CC(=O)C2C=CC=CN=2)C1=O)CCC.[CH3:25][C:26]1[CH:27]=[C:28]2[C:32](=[CH:33][CH:34]=1)[N:31]([CH2:35][CH2:36][CH3:37])[C:30](=[O:38])[C:29]2=[O:39].[NH:40]1[C:48]2[C:43](=[CH:44][CH:45]=[CH:46][CH:47]=2)[C:42]([C:49](=[O:51])[CH3:50])=[CH:41]1. (8) Given the product [CH3:12][N:13]1[CH2:18][CH2:17][CH:16]([C:19]2[C:27]3[C:22](=[CH:23][CH:24]=[C:25]([O:28][S:8]([C:5]4[CH:6]=[CH:7][C:2]([Cl:1])=[CH:3][CH:4]=4)(=[O:10])=[O:9])[CH:26]=3)[NH:21][CH:20]=2)[CH2:15][CH2:14]1, predict the reactants needed to synthesize it. The reactants are: [Cl:1][C:2]1[CH:7]=[CH:6][C:5]([S:8](Cl)(=[O:10])=[O:9])=[CH:4][CH:3]=1.[CH3:12][N:13]1[CH2:18][CH2:17][CH:16]([C:19]2[C:27]3[C:22](=[CH:23][CH:24]=[C:25]([OH:28])[CH:26]=3)[NH:21][CH:20]=2)[CH2:15][CH2:14]1.[OH-].[Na+]. (9) Given the product [CH3:15][CH:13]([CH2:12][C@H:11]([CH2:10][NH2:9])[CH2:16][C:17]([OH:27])=[O:29])[CH3:14], predict the reactants needed to synthesize it. The reactants are: S(=O)(=O)(O)O.COC(=O)[NH:9][CH2:10][C@H:11]([CH2:16][C:17](=[O:27])N[C@H](C1C=CC=CC=1)C)[CH2:12][CH:13]([CH3:15])[CH3:14].[OH-:29].[Na+]. (10) Given the product [ClH:23].[Cl:23][CH2:22][C@H:21]([C@@H:13]([NH:12][C:11](=[O:25])[C@@H:9]([NH:7][CH3:6])[CH3:10])[CH2:14][C@H:15]([CH3:20])[CH2:16][CH2:17][CH:18]=[CH2:19])[OH:24], predict the reactants needed to synthesize it. The reactants are: C(O[C:6](=O)[N:7]([C@H:9]([C:11](=[O:25])[NH:12][C@H:13]([C@H:21]([OH:24])[CH2:22][Cl:23])[CH2:14][C@H:15]([CH3:20])[CH2:16][CH2:17][CH:18]=[CH2:19])[CH3:10])C)(C)(C)C.Cl.CCOCC.